The task is: Predict the reactants needed to synthesize the given product.. This data is from Full USPTO retrosynthesis dataset with 1.9M reactions from patents (1976-2016). (1) The reactants are: [N+:1]([C:4]1[CH:9]=[CH:8][C:7]([NH:10]N)=[CH:6][CH:5]=1)([O-:3])=[O:2].[CH3:12][C:13](=O)[CH2:14][CH2:15][CH2:16][CH3:17].O. Given the product [CH3:12][C:13]1[NH:10][C:7]2[C:8]([C:14]=1[CH2:15][CH2:16][CH3:17])=[CH:9][C:4]([N+:1]([O-:3])=[O:2])=[CH:5][CH:6]=2, predict the reactants needed to synthesize it. (2) Given the product [C:1]([O:5][C:6](=[O:7])[NH:8][C@H:9]1[CH2:14][CH2:13][CH2:12][C@@H:11]([CH2:15][OH:16])[CH2:10]1)([CH3:4])([CH3:2])[CH3:3], predict the reactants needed to synthesize it. The reactants are: [C:1]([O:5][C:6]([NH:8][C@@H:9]1[CH2:14][CH2:13][CH2:12][C@H:11]([C:15](O)=[O:16])[CH2:10]1)=[O:7])([CH3:4])([CH3:3])[CH3:2].ClC(OCC(C)C)=O.[BH4-].[Na+].S([O-])(O)(=O)=O.[K+].C(=O)([O-])O.[Na+]. (3) Given the product [CH3:1][O:2][C:3]([C:5]1[CH:6]=[C:7]2[C:11](=[CH:12][CH:13]=1)[NH:10][C:9]([C:14]([O:16][C:5]([CH3:6])([CH3:13])[CH3:3])=[O:15])=[CH:8]2)=[O:4], predict the reactants needed to synthesize it. The reactants are: [CH3:1][O:2][C:3]([C:5]1[CH:6]=[C:7]2[C:11](=[CH:12][CH:13]=1)[NH:10][C:9]([C:14]([OH:16])=[O:15])=[CH:8]2)=[O:4]. (4) Given the product [CH3:2][O:3][C:4](=[O:10])[C@H:5]([C@@H:7]([CH3:9])[OH:8])[NH:6][C:18](=[O:19])[C:17]1[CH:16]=[CH:15][C:14]([N+:11]([O-:13])=[O:12])=[CH:22][CH:21]=1, predict the reactants needed to synthesize it. The reactants are: Cl.[CH3:2][O:3][C:4](=[O:10])[C@H:5]([C@@H:7]([CH3:9])[OH:8])[NH2:6].[N+:11]([C:14]1[CH:22]=[CH:21][C:17]([C:18](O)=[O:19])=[CH:16][CH:15]=1)([O-:13])=[O:12].CCN=C=NCCCN(C)C.Cl.C1C=CC2N(O)N=NC=2C=1.C(N(CC)C(C)C)(C)C.